Dataset: Full USPTO retrosynthesis dataset with 1.9M reactions from patents (1976-2016). Task: Predict the reactants needed to synthesize the given product. (1) Given the product [Cl:1][C:2]1[C:3]([N:8]([CH2:33][O:34][CH2:35][CH2:36][O:37][CH3:38])[S:9]([C:12]2[C:20]3[C:15](=[N:16][CH:17]=[CH:18][CH:19]=3)[S:14][C:13]=2[CH2:21][C:22]2[CH:27]=[C:26]3[O:28][CH2:29][O:30][C:25]3=[CH:24][C:23]=2[CH3:31])(=[O:11])=[O:10])=[N:4][O:5][C:6]=1[CH3:7], predict the reactants needed to synthesize it. The reactants are: [Cl:1][C:2]1[C:3]([N:8]([CH2:33][O:34][CH2:35][CH2:36][O:37][CH3:38])[S:9]([C:12]2[C:20]3[C:15](=[N:16][CH:17]=[CH:18][CH:19]=3)[S:14][C:13]=2[CH:21](O)[C:22]2[CH:27]=[C:26]3[O:28][CH2:29][O:30][C:25]3=[CH:24][C:23]=2[CH3:31])(=[O:11])=[O:10])=[N:4][O:5][C:6]=1[CH3:7].C([SiH](CC)CC)C.B(F)(F)F.CCOCC. (2) Given the product [C:45]([O:44][C@@H:39]([C:4]1[C:3]([CH3:49])=[C:2]([C:50]([CH3:52])=[CH2:51])[C:31]2=[N:32][C:28]3=[CH:29][N:30]2[C:5]=1[N:6]1[CH2:37][CH2:36][C:9]([CH3:38])([O:10][CH2:11][CH2:12][CH2:13][CH2:14][C@H:15]([CH3:35])[O:16][C:17]2[CH:18]=[CH:19][C:20]([F:34])=[CH:21][C:22]=2[C:23]2[CH:33]=[C:27]3[CH:26]=[CH:25][CH:24]=2)[CH2:8][CH2:7]1)[C:40]([O:42][CH3:43])=[O:41])([CH3:47])([CH3:48])[CH3:46], predict the reactants needed to synthesize it. The reactants are: Br[C:2]1[C:31]2=[N:32][C:28]3=[CH:29][N:30]2[C:5]([N:6]2[CH2:37][CH2:36][C:9]([CH3:38])([O:10][CH2:11][CH2:12][CH2:13][CH2:14][C@H:15]([CH3:35])[O:16][C:17]4[CH:18]=[CH:19][C:20]([F:34])=[CH:21][C:22]=4[C:23]4[CH:33]=[C:27]3[CH:26]=[CH:25][CH:24]=4)[CH2:8][CH2:7]2)=[C:4]([C@H:39]([O:44][C:45]([CH3:48])([CH3:47])[CH3:46])[C:40]([O:42][CH3:43])=[O:41])[C:3]=1[CH3:49].[C:50](O[C@@H](C1C(C)=C(C=C)C2=NC3=CN2C=1N1CCC(C)(OCCCC[C@H](C)OC2C=CC(F)=CC=2C2C=C3C=CC=2)CC1)C(OC)=O)(C)([CH3:52])[CH3:51]. (3) The reactants are: [O:1]1[C:8]2[CH:7]=[C:6]([C:9]([O:11]CC3C=CC=CC=3)=[O:10])[NH:5][C:4]=2[CH:3]=[CH:2]1.[C:19]([O:24][CH2:25]Cl)(=[O:23])[CH:20]([CH3:22])[CH3:21]. Given the product [C:19]([O:24][CH2:25][N:5]1[C:6]([C:9]([OH:11])=[O:10])=[CH:7][C:8]2[O:1][CH:2]=[CH:3][C:4]1=2)(=[O:23])[CH:20]([CH3:22])[CH3:21], predict the reactants needed to synthesize it. (4) Given the product [CH2:1]([O:3][CH2:4][CH2:5][O:6][CH2:10][C:11]([OH:13])=[O:12])[CH3:2], predict the reactants needed to synthesize it. The reactants are: [CH2:1]([O:3][CH2:4][CH2:5][OH:6])[CH3:2].[H-].[Na+].I[CH2:10][C:11]([OH:13])=[O:12]. (5) The reactants are: Cl.[CH3:2][O:3][C:4]1[N:5]=[C:6]2[C:11](=[CH:12][CH:13]=1)[N:10]=[CH:9][CH:8]=[C:7]2[CH2:14][CH2:15][N:16]1[CH2:21][CH2:20][O:19][CH:18]([CH2:22][NH2:23])[CH2:17]1.[O-]S([O-])(=O)=O.[Na+].[Na+].CCN(C(C)C)C(C)C.[O:40]=[C:41]1[CH2:46][S:45][C:44]2[CH:47]=[CH:48][C:49]([CH:51]=O)=[N:50][C:43]=2[NH:42]1.[BH4-].[Na+]. Given the product [CH3:2][O:3][C:4]1[N:5]=[C:6]2[C:11](=[CH:12][CH:13]=1)[N:10]=[CH:9][CH:8]=[C:7]2[CH2:14][CH2:15][N:16]1[CH2:21][CH2:20][O:19][CH:18]([CH2:22][NH:23][CH2:51][C:49]2[CH:48]=[CH:47][C:44]3[S:45][CH2:46][C:41](=[O:40])[NH:42][C:43]=3[N:50]=2)[CH2:17]1, predict the reactants needed to synthesize it.